This data is from Reaction yield outcomes from USPTO patents with 853,638 reactions. The task is: Predict the reaction yield, written as a fraction of the theoretical maximum amount of product (1.0 means a 100% yield; for example, 0.34 means a 34% yield). (1) The reactants are CN(C=O)C.[Br-].[Br:7][C:8]1[CH:9]=[C:10]([CH:13]=[CH:14][CH:15]=1)[CH2:11][Zn+].[Cl:16][CH:17]([CH3:21])[C:18](Cl)=[O:19]. The catalyst is C1(C)C=CC=CC=1.CCCCCC.CCOC(C)=O.C1C=CC([P]([Pd]([P](C2C=CC=CC=2)(C2C=CC=CC=2)C2C=CC=CC=2)([P](C2C=CC=CC=2)(C2C=CC=CC=2)C2C=CC=CC=2)[P](C2C=CC=CC=2)(C2C=CC=CC=2)C2C=CC=CC=2)(C2C=CC=CC=2)C2C=CC=CC=2)=CC=1. The product is [Br:7][C:8]1[CH:9]=[C:10]([CH2:11][C:18](=[O:19])[CH:17]([Cl:16])[CH3:21])[CH:13]=[CH:14][CH:15]=1. The yield is 0.380. (2) The reactants are Br[C:2]1[CH:11]=[CH:10][C:5]([C:6]([O:8][CH3:9])=[O:7])=[C:4]([O:12][CH:13]2[CH2:18][CH2:17][N:16]([C:19]([O:21][C:22]([CH3:25])([CH3:24])[CH3:23])=[O:20])[CH2:15][CH2:14]2)[CH:3]=1.[Cl:26][C:27]1[CH:32]=[CH:31][C:30](B(O)O)=[CH:29][CH:28]=1.P([O-])([O-])([O-])=O.[K+].[K+].[K+].O. The catalyst is COCCOC.C(OCC)(=O)C. The product is [C:22]([O:21][C:19]([N:16]1[CH2:17][CH2:18][CH:13]([O:12][C:4]2[CH:3]=[C:2]([C:30]3[CH:31]=[CH:32][C:27]([Cl:26])=[CH:28][CH:29]=3)[CH:11]=[CH:10][C:5]=2[C:6]([O:8][CH3:9])=[O:7])[CH2:14][CH2:15]1)=[O:20])([CH3:25])([CH3:24])[CH3:23]. The yield is 0.850. (3) The reactants are [I:1]I.[OH:3][C:4]1[CH:11]=[CH:10][C:7]([C:8]#[N:9])=[C:6]([S:12][CH3:13])[N:5]=1. The catalyst is C(O)C.S([O-])([O-])(=O)=O.[Ag+2]. The product is [OH:3][C:4]1[C:11]([I:1])=[CH:10][C:7]([C:8]#[N:9])=[C:6]([S:12][CH3:13])[N:5]=1. The yield is 0.900. (4) The reactants are C(OC(=O)[NH:7][C:8]1[N:13]=[CH:12][C:11]([C:14]2[N:15]=[C:16]([N:41]3[CH2:46][CH2:45][O:44][CH2:43][CH2:42]3)[C:17]3[N:23]=[CH:22][C:21]([C:24]4[CH:29]=[CH:28][CH:27]=[C:26]([NH:30][S:31]([C:34]5[CH:39]=[CH:38][C:37]([F:40])=[CH:36][CH:35]=5)(=[O:33])=[O:32])[CH:25]=4)=[CH:20][C:18]=3[N:19]=2)=[CH:10][N:9]=1)(C)(C)C.FC(F)(F)C(O)=O. The catalyst is C(Cl)Cl. The product is [NH2:7][C:8]1[N:13]=[CH:12][C:11]([C:14]2[N:15]=[C:16]([N:41]3[CH2:46][CH2:45][O:44][CH2:43][CH2:42]3)[C:17]3[N:23]=[CH:22][C:21]([C:24]4[CH:25]=[C:26]([NH:30][S:31]([C:34]5[CH:39]=[CH:38][C:37]([F:40])=[CH:36][CH:35]=5)(=[O:32])=[O:33])[CH:27]=[CH:28][CH:29]=4)=[CH:20][C:18]=3[N:19]=2)=[CH:10][N:9]=1. The yield is 0.600. (5) The reactants are [F:1][C:2]1[CH:7]=[CH:6][C:5]([CH3:8])=[CH:4][C:3]=1[C:9]1[O:13][N:12]=[C:11]([CH:14]=O)[CH:10]=1.[CH2:16]([O:18][C:19]([N:21]1[CH2:26][CH2:25][NH:24][CH2:23][CH2:22]1)=[O:20])[CH3:17].C(OP([C:35]#[N:36])(=O)OCC)C. The catalyst is O1CCCC1. The product is [CH2:16]([O:18][C:19]([N:21]1[CH2:22][CH2:23][N:24]([CH:14]([C:35]#[N:36])[C:11]2[CH:10]=[C:9]([C:3]3[CH:4]=[C:5]([CH3:8])[CH:6]=[CH:7][C:2]=3[F:1])[O:13][N:12]=2)[CH2:25][CH2:26]1)=[O:20])[CH3:17]. The yield is 0.540. (6) The reactants are [H-].[Na+].[C:3]([O:11][CH2:12][CH3:13])(=[O:10])[CH2:4][C:5]([O:7][CH2:8][CH3:9])=[O:6].Cl[C:15]1[N:24]=[C:23]2[C:18]([C:19]([NH:25][C:26]3[CH:31]=[C:30]([CH3:32])[CH:29]=[CH:28][C:27]=3[S:33][C:34]3[CH:39]=[CH:38][C:37]([NH:40][C:41](=[O:43])[CH3:42])=[CH:36][CH:35]=3)=[CH:20][CH:21]=[N:22]2)=[CH:17][CH:16]=1. The catalyst is C1COCC1. The product is [CH2:12]([O:11][C:3](=[O:10])[CH:4]([C:15]1[CH:16]=[CH:17][C:18]2[C:23](=[N:22][CH:21]=[CH:20][C:19]=2[NH:25][C:26]2[CH:31]=[C:30]([CH3:32])[CH:29]=[CH:28][C:27]=2[S:33][C:34]2[CH:39]=[CH:38][C:37]([NH:40][C:41](=[O:43])[CH3:42])=[CH:36][CH:35]=2)[N:24]=1)[C:5]([O:7][CH2:8][CH3:9])=[O:6])[CH3:13]. The yield is 0.840. (7) The reactants are [Cl:1][C:2]1[CH:7]=[CH:6][C:5]([CH:8]([C:16]2[CH:21]=[CH:20][C:19]([Cl:22])=[CH:18][CH:17]=2)[S:9]([CH2:12][C:13](=[O:15])[CH3:14])(=[O:11])=[O:10])=[CH:4][CH:3]=1.C1C=C[NH+]=CC=1.[Br:29][Br-]Br. The catalyst is C(O)(=O)C.ClCCl.C(OCC)(=O)C. The product is [Cl:22][C:19]1[CH:18]=[CH:17][C:16]([CH:8]([C:5]2[CH:6]=[CH:7][C:2]([Cl:1])=[CH:3][CH:4]=2)[S:9]([CH2:12][C:13](=[O:15])[CH2:14][Br:29])(=[O:10])=[O:11])=[CH:21][CH:20]=1. The yield is 0.480. (8) The reactants are [CH3:1][C:2]1[CH:7]=[C:6]([N+:8]([O-])=O)[C:5]([O:11][CH3:12])=[CH:4][C:3]=1[N:13]1[CH2:18][CH2:17][N:16]([CH2:19][CH2:20][O:21][CH3:22])[CH2:15][CH2:14]1. The catalyst is CCOC(C)=O.CO. The product is [CH3:1][C:2]1[C:3]([N:13]2[CH2:14][CH2:15][N:16]([CH2:19][CH2:20][O:21][CH3:22])[CH2:17][CH2:18]2)=[CH:4][C:5]([O:11][CH3:12])=[C:6]([CH:7]=1)[NH2:8]. The yield is 0.880.